This data is from NCI-60 drug combinations with 297,098 pairs across 59 cell lines. The task is: Regression. Given two drug SMILES strings and cell line genomic features, predict the synergy score measuring deviation from expected non-interaction effect. (1) Synergy scores: CSS=12.3, Synergy_ZIP=0.899, Synergy_Bliss=3.37, Synergy_Loewe=2.15, Synergy_HSA=3.49. Cell line: CAKI-1. Drug 2: C1=CC=C(C(=C1)C(C2=CC=C(C=C2)Cl)C(Cl)Cl)Cl. Drug 1: CN(C)N=NC1=C(NC=N1)C(=O)N. (2) Drug 1: CN1C(=O)N2C=NC(=C2N=N1)C(=O)N. Drug 2: C1CC(CCC1OC2=C(C(=CC=C2)Cl)F)(CC3=NC(=CC=C3)NC4=NC=CS4)C(=O)O. Cell line: NCI-H460. Synergy scores: CSS=37.0, Synergy_ZIP=-4.58, Synergy_Bliss=-4.36, Synergy_Loewe=-5.58, Synergy_HSA=-0.676. (3) Drug 1: CC1=C(C=C(C=C1)NC(=O)C2=CC=C(C=C2)CN3CCN(CC3)C)NC4=NC=CC(=N4)C5=CN=CC=C5. Drug 2: CC1CCC2CC(C(=CC=CC=CC(CC(C(=O)C(C(C(=CC(C(=O)CC(OC(=O)C3CCCCN3C(=O)C(=O)C1(O2)O)C(C)CC4CCC(C(C4)OC)OCCO)C)C)O)OC)C)C)C)OC. Cell line: SF-539. Synergy scores: CSS=-0.342, Synergy_ZIP=1.88, Synergy_Bliss=2.54, Synergy_Loewe=-0.856, Synergy_HSA=-3.61. (4) Drug 1: C1CN1P(=S)(N2CC2)N3CC3. Drug 2: CC1CCC2CC(C(=CC=CC=CC(CC(C(=O)C(C(C(=CC(C(=O)CC(OC(=O)C3CCCCN3C(=O)C(=O)C1(O2)O)C(C)CC4CCC(C(C4)OC)O)C)C)O)OC)C)C)C)OC. Cell line: NCIH23. Synergy scores: CSS=20.5, Synergy_ZIP=-2.52, Synergy_Bliss=6.79, Synergy_Loewe=-5.38, Synergy_HSA=1.89. (5) Drug 1: CNC(=O)C1=CC=CC=C1SC2=CC3=C(C=C2)C(=NN3)C=CC4=CC=CC=N4. Drug 2: CCCS(=O)(=O)NC1=C(C(=C(C=C1)F)C(=O)C2=CNC3=C2C=C(C=N3)C4=CC=C(C=C4)Cl)F. Cell line: HOP-62. Synergy scores: CSS=-4.45, Synergy_ZIP=2.46, Synergy_Bliss=2.56, Synergy_Loewe=-1.78, Synergy_HSA=-1.90. (6) Drug 1: C1=CC=C(C=C1)NC(=O)CCCCCCC(=O)NO. Drug 2: CN(CC1=CN=C2C(=N1)C(=NC(=N2)N)N)C3=CC=C(C=C3)C(=O)NC(CCC(=O)O)C(=O)O. Cell line: ACHN. Synergy scores: CSS=19.4, Synergy_ZIP=-2.15, Synergy_Bliss=-3.85, Synergy_Loewe=-37.1, Synergy_HSA=-2.36. (7) Drug 1: C1CC(=O)NC(=O)C1N2CC3=C(C2=O)C=CC=C3N. Drug 2: CCC1=C2CN3C(=CC4=C(C3=O)COC(=O)C4(CC)O)C2=NC5=C1C=C(C=C5)O. Cell line: SK-MEL-28. Synergy scores: CSS=3.20, Synergy_ZIP=-6.07, Synergy_Bliss=0.816, Synergy_Loewe=-19.3, Synergy_HSA=-0.876. (8) Drug 1: CC1C(C(CC(O1)OC2CC(CC3=C2C(=C4C(=C3O)C(=O)C5=C(C4=O)C(=CC=C5)OC)O)(C(=O)C)O)N)O.Cl. Drug 2: CC1C(C(CC(O1)OC2CC(OC(C2O)C)OC3=CC4=CC5=C(C(=O)C(C(C5)C(C(=O)C(C(C)O)O)OC)OC6CC(C(C(O6)C)O)OC7CC(C(C(O7)C)O)OC8CC(C(C(O8)C)O)(C)O)C(=C4C(=C3C)O)O)O)O. Cell line: MDA-MB-231. Synergy scores: CSS=20.0, Synergy_ZIP=0.276, Synergy_Bliss=9.46, Synergy_Loewe=-2.48, Synergy_HSA=7.96. (9) Drug 1: CC(C1=C(C=CC(=C1Cl)F)Cl)OC2=C(N=CC(=C2)C3=CN(N=C3)C4CCNCC4)N. Drug 2: C1CN(CCN1C(=O)CCBr)C(=O)CCBr. Cell line: NCI-H226. Synergy scores: CSS=19.6, Synergy_ZIP=-4.59, Synergy_Bliss=-0.985, Synergy_Loewe=-0.677, Synergy_HSA=-0.565. (10) Drug 1: CC(C)NC(=O)C1=CC=C(C=C1)CNNC.Cl. Drug 2: C1CN(P(=O)(OC1)NCCCl)CCCl. Cell line: SF-295. Synergy scores: CSS=4.40, Synergy_ZIP=-3.49, Synergy_Bliss=-2.27, Synergy_Loewe=-3.37, Synergy_HSA=-1.77.